This data is from Catalyst prediction with 721,799 reactions and 888 catalyst types from USPTO. The task is: Predict which catalyst facilitates the given reaction. (1) Reactant: C([N:8]1[C@@H:13]([CH2:14][CH2:15][C:16]2[CH:21]=[CH:20][CH:19]=[CH:18][CH:17]=2)[CH2:12][CH2:11][CH2:10][C@@H:9]1[CH3:22])(OC(C)(C)C)=O. Product: [CH3:22][C@H:9]1[CH2:10][CH2:11][CH2:12][C@H:13]([CH2:14][CH2:15][C:16]2[CH:17]=[CH:18][CH:19]=[CH:20][CH:21]=2)[NH:8]1. The catalyst class is: 330. (2) Reactant: Cl[CH:2]1[CH2:7][CH2:6][CH2:5][CH2:4][C:3]1=O.[NH2:9][C:10]1[CH:15]=[CH:14][C:13]([N+:16]([O-:18])=[O:17])=[CH:12][N:11]=1. Product: [N+:16]([C:13]1[CH:14]=[CH:15][C:10]2[N:11]([CH:12]=1)[C:3]1[CH2:4][CH2:5][CH2:6][CH2:7][C:2]=1[N:9]=2)([O-:18])=[O:17]. The catalyst class is: 13. (3) Reactant: [Cl:1][C:2]1[C:11]([CH3:12])=[CH:10][C:9]([NH2:13])=[C:8]2[C:3]=1[CH:4]=[CH:5][CH:6]=[N:7]2.[C:14]1([S:20](Cl)(=[O:22])=[O:21])[CH:19]=[CH:18][CH:17]=[CH:16][CH:15]=1. Product: [Cl:1][C:2]1[C:11]([CH3:12])=[CH:10][C:9]([NH:13][S:20]([C:14]2[CH:19]=[CH:18][CH:17]=[CH:16][CH:15]=2)(=[O:22])=[O:21])=[C:8]2[C:3]=1[CH:4]=[CH:5][CH:6]=[N:7]2. The catalyst class is: 142. (4) Reactant: C[NH:2][Si:3]([CH3:6])([CH3:5])[CH3:4].[N+:7]([C:10]1[CH:18]=[CH:17][C:13]([C:14](Cl)=[O:15])=[CH:12][CH:11]=1)([O-:9])=[O:8].[CH2:19](N(CC)CC)C.O. Product: [N+:7]([C:10]1[CH:18]=[CH:17][C:13]([C:14]([NH:2][Si:3]([CH3:6])([CH3:5])[CH2:4][CH3:19])=[O:15])=[CH:12][CH:11]=1)([O-:9])=[O:8]. The catalyst class is: 4. (5) Reactant: [CH3:1][O:2][C:3]1[CH:12]=[C:11]([O:13][CH3:14])[C:10]([O:15][CH3:16])=[CH:9][C:4]=1[CH:5]=CC=O.[O-:17][Mn](=O)(=O)=O.[K+]. Product: [CH3:1][O:2][C:3]1[CH:12]=[C:11]([O:13][CH3:14])[C:10]([O:15][CH3:16])=[CH:9][C:4]=1[CH:5]=[O:17]. The catalyst class is: 21. (6) The catalyst class is: 10. Product: [CH2:21]([CH:28]1[CH2:33][CH2:32][N:31]([CH2:2][CH2:3][CH2:4][N:5]2[C:14]3[CH:13]=[CH:12][CH:11]=[C:10]([CH:15]=[O:19])[C:9]=3[CH2:8][CH2:7][C:6]2=[O:20])[CH2:30][CH2:29]1)[C:22]1[CH:27]=[CH:26][CH:25]=[CH:24][CH:23]=1. Reactant: Br[CH2:2][CH2:3][CH2:4][N:5]1[C:14]2[C:9](=[C:10]([CH:15]3[O:19]CCO3)[CH:11]=[CH:12][CH:13]=2)[CH2:8][CH2:7][C:6]1=[O:20].[CH2:21]([CH:28]1[CH2:33][CH2:32][NH:31][CH2:30][CH2:29]1)[C:22]1[CH:27]=[CH:26][CH:25]=[CH:24][CH:23]=1.C(=O)([O-])[O-].[K+].[K+]. (7) Reactant: C[O-].[Na+].C([O:6][C:7]([C:9]1[CH:13]=[C:12]([C:14]2[CH:19]=[CH:18][C:17]([Cl:20])=[CH:16][N:15]=2)[N:11]([C:21]2[CH:22]=[N:23][CH:24]=[CH:25][CH:26]=2)[N:10]=1)=[O:8])C. Product: [Cl:20][C:17]1[CH:18]=[CH:19][C:14]([C:12]2[N:11]([C:21]3[CH:22]=[N:23][CH:24]=[CH:25][CH:26]=3)[N:10]=[C:9]([C:7]([OH:8])=[O:6])[CH:13]=2)=[N:15][CH:16]=1. The catalyst class is: 5.